From a dataset of Catalyst prediction with 721,799 reactions and 888 catalyst types from USPTO. Predict which catalyst facilitates the given reaction. (1) Reactant: [NH2:1][C:2]([C:4]1[CH:16]=[CH:15][C:7]([C:8]([O:10][C:11]([CH3:14])([CH3:13])[CH3:12])=[O:9])=[CH:6][C:5]=1[N+:17]([O-])=O)=[O:3]. Product: [NH2:17][C:5]1[CH:6]=[C:7]([CH:15]=[CH:16][C:4]=1[C:2]([NH2:1])=[O:3])[C:8]([O:10][C:11]([CH3:14])([CH3:13])[CH3:12])=[O:9]. The catalyst class is: 153. (2) Reactant: O=C1[CH2:5][CH:4]([C:6]([OH:8])=[O:7])[CH2:3]1.[CH:9]([O:14][CH3:15])([O:12][CH3:13])OC.O.[C:17]1(C)C=CC(S(O)(=O)=O)=CC=1. Product: [CH3:17][O:8][C:6]([CH:4]1[CH2:3][C:9]([O:12][CH3:13])([O:14][CH3:15])[CH2:5]1)=[O:7]. The catalyst class is: 5. (3) Reactant: [CH2:1]([C:3]1[NH:4][C:5](=[O:27])[C:6]([CH2:12][C:13]2[CH:18]=[CH:17][C:16]([C:19]3[C:20]([C:25]#[N:26])=[CH:21][CH:22]=[CH:23][CH:24]=3)=[CH:15][CH:14]=2)=[C:7]([CH2:9][CH2:10][CH3:11])[N:8]=1)[CH3:2].[Br:28][C:29]1[CH:34]=[CH:33][C:32](B(O)O)=[CH:31][CH:30]=1.C(N(CC)CC)C.N1C=CC=CC=1. Product: [Br:28][C:29]1[CH:34]=[CH:33][C:32]([N:4]2[C:5](=[O:27])[C:6]([CH2:12][C:13]3[CH:18]=[CH:17][C:16]([C:19]4[C:20]([C:25]#[N:26])=[CH:21][CH:22]=[CH:23][CH:24]=4)=[CH:15][CH:14]=3)=[C:7]([CH2:9][CH2:10][CH3:11])[N:8]=[C:3]2[CH2:1][CH3:2])=[CH:31][CH:30]=1. The catalyst class is: 560. (4) Reactant: [CH3:1][N:2]1[C:6]2=[N:7][C:8]3[C:13]([C:14]([NH:15][C:16]4[CH:21]=[CH:20][C:19]([C:22](=[O:25])[CH2:23][CH3:24])=[CH:18][CH:17]=4)=[C:5]2[C:4]([CH3:26])=[N:3]1)=[CH:12][CH:11]=[CH:10][CH:9]=3.[B-].[Na+]. Product: [OH:25][CH:22]([C:19]1[CH:18]=[CH:17][C:16]([NH:15][C:14]2[C:13]3[C:8](=[CH:9][CH:10]=[CH:11][CH:12]=3)[N:7]=[C:6]3[N:2]([CH3:1])[N:3]=[C:4]([CH3:26])[C:5]=23)=[CH:21][CH:20]=1)[CH2:23][CH3:24]. The catalyst class is: 24.